Dataset: Full USPTO retrosynthesis dataset with 1.9M reactions from patents (1976-2016). Task: Predict the reactants needed to synthesize the given product. (1) The reactants are: [NH2:1][C:2]1[CH:7]=[C:6]([O:8][CH3:9])[C:5]([O:10][CH3:11])=[CH:4][C:3]=1[C:12]([C:14]1[CH:19]=[CH:18][CH:17]=[C:16]([Br:20])[CH:15]=1)=[O:13].[S:21]1[CH:25]=[CH:24][CH:23]=[C:22]1[CH2:26][C:27](O)=[O:28].CCN(CC)CC. Given the product [Br:20][C:16]1[CH:15]=[C:14]([C:12]([C:3]2[CH:4]=[C:5]([O:10][CH3:11])[C:6]([O:8][CH3:9])=[CH:7][C:2]=2[NH:1][C:27](=[O:28])[CH2:26][C:22]2[S:21][CH:25]=[CH:24][CH:23]=2)=[O:13])[CH:19]=[CH:18][CH:17]=1, predict the reactants needed to synthesize it. (2) Given the product [F:16][C:17]1[CH:22]=[C:21]([N+:23]([O-:25])=[O:24])[CH:20]=[CH:19][C:18]=1[O:26][C:2]1[CH:7]=[CH:6][N:5]=[C:4]2[CH:8]=[C:9]([C:11]3[S:12][CH:13]=[CH:14][N:15]=3)[S:10][C:3]=12, predict the reactants needed to synthesize it. The reactants are: Cl[C:2]1[CH:7]=[CH:6][N:5]=[C:4]2[CH:8]=[C:9]([C:11]3[S:12][CH:13]=[CH:14][N:15]=3)[S:10][C:3]=12.[F:16][C:17]1[CH:22]=[C:21]([N+:23]([O-:25])=[O:24])[CH:20]=[CH:19][C:18]=1[OH:26].C(=O)([O-])[O-].[K+].[K+].